From a dataset of Forward reaction prediction with 1.9M reactions from USPTO patents (1976-2016). Predict the product of the given reaction. Given the reactants [CH3:1][C:2]([C:5]1[CH:6]=[CH:7][C:8]([C:11]([CH2:13][CH2:14][CH2:15][N:16]2[CH2:21][CH2:20][CH:19](OC(C3C=CC=CC=3)C3C=CC=CC=3)[CH2:18][CH2:17]2)=[O:12])=[CH:9][CH:10]=1)([CH3:4])[CH3:3].CC(C(O)=O)(C1C=CC(C(CCCN2CCC([O:56][CH:57]([C:64]3[CH:65]=[CH:66][CH:67]=[CH:68][CH:69]=3)[C:58]3[CH:59]=[CH:60][CH:61]=[CH:62][CH:63]=3)CC2)=O)=CC=1)C, predict the reaction product. The product is: [CH3:4][C:2]([C:5]1[CH:6]=[CH:7][C:8]([CH:11]([OH:12])[CH2:13][CH2:14][CH2:15][N:16]2[CH2:21][CH2:20][CH:19]([C:57]([OH:56])([C:64]3[CH:65]=[CH:66][CH:67]=[CH:68][CH:69]=3)[C:58]3[CH:63]=[CH:62][CH:61]=[CH:60][CH:59]=3)[CH2:18][CH2:17]2)=[CH:9][CH:10]=1)([CH3:1])[CH3:3].